This data is from Reaction yield outcomes from USPTO patents with 853,638 reactions. The task is: Predict the reaction yield, written as a fraction of the theoretical maximum amount of product (1.0 means a 100% yield; for example, 0.34 means a 34% yield). The reactants are [CH3:1][C:2]1[C:3]([C:11]([O:13][CH3:14])=[O:12])=[CH:4][S:5][C:6]=1[C:7](=O)[CH2:8][CH3:9].O=[C:16]1[CH2:21][CH2:20][N:19]([C:22]([O:24][C:25]([CH3:28])([CH3:27])[CH3:26])=[O:23])[CH2:18][CH2:17]1.N1C=CC=CC=1.CC(OC(OC(OC(C)(C)C)=O)=O)(C)C. The catalyst is C1COCC1.[Zn].[Ti](Cl)(Cl)(Cl)Cl. The product is [CH3:14][O:13][C:11]([C:3]1[C:2]([CH3:1])=[C:6]([C:7](=[C:16]2[CH2:21][CH2:20][N:19]([C:22]([O:24][C:25]([CH3:28])([CH3:27])[CH3:26])=[O:23])[CH2:18][CH2:17]2)[CH2:8][CH3:9])[S:5][CH:4]=1)=[O:12]. The yield is 0.403.